The task is: Predict the reaction yield, written as a fraction of the theoretical maximum amount of product (1.0 means a 100% yield; for example, 0.34 means a 34% yield).. This data is from Reaction yield outcomes from USPTO patents with 853,638 reactions. (1) The reactants are NC1C=CC(C)=C(NC2O[C:11]([C:14]3[CH:21]=[CH:20][C:17]([C:18]#[N:19])=[CH:16][CH:15]=3)=[CH:12][N:13]=2)C=1.[CH3:23][O:24][C:25]1[CH:26]=[C:27]([NH:33][C:34](=[O:36])C)[CH:28]=[C:29]([O:31][CH3:32])[CH:30]=1.NC1C=CC(C)=C(NC(=O)C)C=1. No catalyst specified. The product is [CH3:23][O:24][C:25]1[CH:26]=[C:27]([NH:33][C:34]2[O:36][C:11]([C:14]3[CH:21]=[CH:20][C:17]([C:18]#[N:19])=[CH:16][CH:15]=3)=[CH:12][N:13]=2)[CH:28]=[C:29]([O:31][CH3:32])[CH:30]=1. The yield is 0.850. (2) The reactants are [NH2:1][C:2]([C:4]1[C:5]([F:17])=[C:6]([CH:13]=[CH:14][C:15]=1[F:16])[O:7][CH2:8][C:9]([O:11]C)=[O:10])=[O:3].[OH-].[Na+]. The catalyst is O.C(O)(C)C. The product is [NH2:1][C:2]([C:4]1[C:5]([F:17])=[C:6]([CH:13]=[CH:14][C:15]=1[F:16])[O:7][CH2:8][C:9]([OH:11])=[O:10])=[O:3]. The yield is 0.0800. (3) The reactants are [F:1][C:2]([F:21])([F:20])[C:3]1[CH:8]=[CH:7][C:6]([C:9]2[CH:10]=[C:11]3[C:16](=[CH:17][CH:18]=2)[CH2:15][C:14](=O)[CH2:13][CH2:12]3)=[CH:5][CH:4]=1.Cl.[NH2:23][OH:24]. The catalyst is N1C=CC=CC=1. The product is [F:1][C:2]([F:21])([F:20])[C:3]1[CH:8]=[CH:7][C:6]([C:9]2[CH:10]=[C:11]3[C:16](=[CH:17][CH:18]=2)[CH2:15][C:14](=[N:23][OH:24])[CH2:13][CH2:12]3)=[CH:5][CH:4]=1. The yield is 0.860. (4) The reactants are [BH4-].[Na+].[CH3:3][O:4][C:5]1[CH:6]=[C:7]([N:14]2[CH2:19][CH2:18][CH:17]([N:20]3[CH2:25][CH2:24][N:23]([CH2:26][CH2:27][S:28]([CH3:31])(=[O:30])=[O:29])[CH2:22][CH2:21]3)[CH2:16][CH2:15]2)[CH:8]=[CH:9][C:10]=1[N+:11]([O-])=O.CO. The catalyst is O.O.O.O.O.O.[Ni](Cl)Cl.C1COCC1. The product is [CH3:3][O:4][C:5]1[CH:6]=[C:7]([N:14]2[CH2:19][CH2:18][CH:17]([N:20]3[CH2:21][CH2:22][N:23]([CH2:26][CH2:27][S:28]([CH3:31])(=[O:30])=[O:29])[CH2:24][CH2:25]3)[CH2:16][CH2:15]2)[CH:8]=[CH:9][C:10]=1[NH2:11]. The yield is 0.680. (5) The reactants are Cl[C:2]1[C:3]2[N:4]([N:9]=[C:10]([C:12]([O:14][CH2:15][CH3:16])=[O:13])[CH:11]=2)[CH:5]=[C:6]([CH3:8])[N:7]=1.[CH3:17]B(O)O.C([O-])([O-])=O.[K+].[K+].CN(C=O)C. The catalyst is Cl[Pd](Cl)([P](C1C=CC=CC=1)(C1C=CC=CC=1)C1C=CC=CC=1)[P](C1C=CC=CC=1)(C1C=CC=CC=1)C1C=CC=CC=1. The product is [CH3:17][C:2]1[C:3]2[N:4]([N:9]=[C:10]([C:12]([O:14][CH2:15][CH3:16])=[O:13])[CH:11]=2)[CH:5]=[C:6]([CH3:8])[N:7]=1. The yield is 0.820.